Dataset: Forward reaction prediction with 1.9M reactions from USPTO patents (1976-2016). Task: Predict the product of the given reaction. (1) Given the reactants [C:1]([O:5][C:6]([N:8]([C:13]1[CH:18]=[CH:17][CH:16]=[C:15]([CH2:19][O:20][CH2:21][CH2:22][O:23][C:24]2[CH:29]=[CH:28][C:27]([CH2:30][CH2:31][NH:32][CH2:33][C@@H:34]([C:36]3[CH:47]=[CH:46][C:39]4[O:40]C(C)(C)[O:42][CH2:43][C:38]=4[CH:37]=3)[OH:35])=[CH:26][CH:25]=2)[CH:14]=1)[S:9]([NH2:12])(=[O:11])=[O:10])=[O:7])([CH3:4])([CH3:3])[CH3:2], predict the reaction product. The product is: [CH:6]([OH:7])=[O:5].[OH:35][C@H:34]([C:36]1[CH:47]=[CH:46][C:39]([OH:40])=[C:38]([CH2:43][OH:42])[CH:37]=1)[CH2:33][NH:32][CH2:31][CH2:30][C:27]1[CH:28]=[CH:29][C:24]([O:23][CH2:22][CH2:21][O:20][CH2:19][C:15]2[CH:14]=[C:13]([NH:8][S:9]([NH2:12])(=[O:10])=[O:11])[CH:18]=[CH:17][CH:16]=2)=[CH:25][CH:26]=1.[CH:6]([OH:7])=[O:5].[C:1]([O:5][C:6]([N:8]([C:13]1[CH:18]=[CH:17][CH:16]=[C:15]([CH2:19][O:20][CH2:21][CH2:22][O:23][C:24]2[CH:29]=[CH:28][C:27]([CH2:30][CH2:31][NH:32][CH2:33][C@H:34]([OH:35])[C:36]3[CH:47]=[CH:46][C:39]([OH:40])=[C:38]([CH2:43][OH:42])[CH:37]=3)=[CH:26][CH:25]=2)[CH:14]=1)[S:9]([NH2:12])(=[O:11])=[O:10])=[O:7])([CH3:4])([CH3:2])[CH3:3]. (2) Given the reactants C12(COC3C(I)=CC(C(O)=O)=C(F)C=3)CC3CC(CC(C3)C1)C2.[CH:24]1([CH2:29][O:30][C:31]2[C:39]([CH:40]3[CH2:42][CH2:41]3)=[CH:38][C:34]([C:35]([OH:37])=O)=[C:33]([F:43])[CH:32]=2)[CH2:28][CH2:27][CH2:26][CH2:25]1.N1(S(N)(=O)=O)CCC1.[CH:52]1([S:55]([NH2:58])(=[O:57])=[O:56])[CH2:54][CH2:53]1, predict the reaction product. The product is: [CH:24]1([CH2:29][O:30][C:31]2[C:39]([CH:40]3[CH2:42][CH2:41]3)=[CH:38][C:34]([C:35]([NH:58][S:55]([CH:52]3[CH2:54][CH2:53]3)(=[O:57])=[O:56])=[O:37])=[C:33]([F:43])[CH:32]=2)[CH2:25][CH2:26][CH2:27][CH2:28]1. (3) Given the reactants [C:1]([C:5]1[C@@H:6]2[O:12][CH:9]([CH2:10][CH:11]=1)[CH2:8][CH2:7]2)([O:3][CH3:4])=[O:2].C12(C)C(C)(C)C(CC1)[C@@H](C([O-])=[O:23])C2.CO.[OH-].[Li+].Cl, predict the reaction product. The product is: [C:1]([CH:5]1[C:11](=[O:23])[CH2:10][CH:9]2[O:12][C@@H:6]1[CH2:7][CH2:8]2)([O:3][CH3:4])=[O:2]. (4) Given the reactants I[C:2]1[CH:3]=[C:4]([CH:9]=[CH:10][C:11]=1[CH3:12])[C:5]([O:7][CH3:8])=[O:6].[C:13]([C:15]1[CH:20]=[CH:19][CH:18]=[CH:17][N:16]=1)#[CH:14].C(N(CC)CC)C, predict the reaction product. The product is: [CH3:12][C:11]1[CH:10]=[CH:9][C:4]([C:5]([O:7][CH3:8])=[O:6])=[CH:3][C:2]=1[C:14]#[C:13][C:15]1[CH:20]=[CH:19][CH:18]=[CH:17][N:16]=1. (5) Given the reactants [C:1]([C:3]1[CH:11]=[CH:10][CH:9]=[C:8]2[C:4]=1[CH2:5][CH2:6][C@H:7]2[NH:12][C:13](=[O:19])[O:14][C:15]([CH3:18])([CH3:17])[CH3:16])#[N:2].[H-].[Na+].Br[CH2:23][CH2:24][O:25][Si:26]([C:29]([CH3:32])([CH3:31])[CH3:30])([CH3:28])[CH3:27], predict the reaction product. The product is: [Si:26]([O:25][CH2:24][CH2:23][N:12]([C@H:7]1[C:8]2[C:4](=[C:3]([C:1]#[N:2])[CH:11]=[CH:10][CH:9]=2)[CH2:5][CH2:6]1)[C:13](=[O:19])[O:14][C:15]([CH3:16])([CH3:18])[CH3:17])([C:29]([CH3:32])([CH3:31])[CH3:30])([CH3:28])[CH3:27].